Dataset: Forward reaction prediction with 1.9M reactions from USPTO patents (1976-2016). Task: Predict the product of the given reaction. (1) Given the reactants [I-].C[N+](C)(C)[CH2:4][C:5]1[CH:10]=[C:9]([CH3:11])[C:8]([OH:12])=[C:7]([O:13][CH3:14])[CH:6]=1.[P:17]([O:22]C)([O:20][CH3:21])[O:18][CH3:19], predict the reaction product. The product is: [OH:12][C:8]1[C:9]([CH3:11])=[CH:10][C:5]([CH2:4][P:17](=[O:22])([O:20][CH3:21])[O:18][CH3:19])=[CH:6][C:7]=1[O:13][CH3:14]. (2) Given the reactants Br[C:2]1[CH:3]=[C:4]([CH:7]=[C:8]([CH2:10][CH2:11][C:12]2[CH:17]=[C:16]([CH3:18])[CH:15]=[C:14]([N:19]3[C:23]([CH3:24])=[CH:22][CH:21]=[C:20]3[CH3:25])[N:13]=2)[CH:9]=1)[C:5]#[N:6].[CH:26]1([NH:29][CH2:30][CH2:31][NH:32][CH3:33])[CH2:28][CH2:27]1, predict the reaction product. The product is: [CH:26]1([NH:29][CH2:30][CH2:31][N:32]([CH3:33])[C:2]2[CH:3]=[C:4]([CH:7]=[C:8]([CH2:10][CH2:11][C:12]3[CH:17]=[C:16]([CH3:18])[CH:15]=[C:14]([N:19]4[C:23]([CH3:24])=[CH:22][CH:21]=[C:20]4[CH3:25])[N:13]=3)[CH:9]=2)[C:5]#[N:6])[CH2:28][CH2:27]1. (3) Given the reactants [CH2:1]([O:3][C:4]([C:6]1[CH:50]=[CH:49][C:9]2[N:10]([CH:43]3[CH2:48][CH2:47][CH2:46][CH2:45][CH2:44]3)[C:11]([C:13]3[CH:14]=[C:15]4[C:20](=[CH:21][CH:22]=3)[N:19]=[C:18]([C:23]3[C:28]([C:29]5[CH:34]=[CH:33][C:32](F)=[CH:31][CH:30]=5)=[CH:27][CH:26]=[C:25]([C:36]([N:38]5[CH2:42][CH2:41][CH2:40][CH2:39]5)=[O:37])[CH:24]=3)[CH:17]=[CH:16]4)=[N:12][C:8]=2[CH:7]=1)=[O:5])[CH3:2].[C:51](C1C=CC(B(O)O)=CC=1)([OH:53])=[O:52], predict the reaction product. The product is: [CH2:1]([O:3][C:4]([C:6]1[CH:50]=[CH:49][C:9]2[N:10]([CH:43]3[CH2:48][CH2:47][CH2:46][CH2:45][CH2:44]3)[C:11]([C:13]3[CH:14]=[C:15]4[C:20](=[CH:21][CH:22]=3)[N:19]=[C:18]([C:23]3[C:28]([C:29]5[CH:34]=[CH:33][C:32]([C:51]([OH:53])=[O:52])=[CH:31][CH:30]=5)=[CH:27][CH:26]=[C:25]([C:36]([N:38]5[CH2:42][CH2:41][CH2:40][CH2:39]5)=[O:37])[CH:24]=3)[CH:17]=[CH:16]4)=[N:12][C:8]=2[CH:7]=1)=[O:5])[CH3:2]. (4) Given the reactants [C:1]1(=[O:7])[O:6][C:4](=[O:5])[CH2:3][CH2:2]1.[CH2:8]([NH:22][CH2:23][CH2:24][CH2:25][CH2:26][CH2:27][CH2:28][CH2:29][CH2:30][CH2:31][CH2:32][CH2:33][CH2:34][CH2:35][CH3:36])[CH2:9][CH2:10][CH2:11][CH2:12][CH2:13][CH2:14][CH2:15][CH2:16][CH2:17][CH2:18][CH2:19][CH2:20][CH3:21], predict the reaction product. The product is: [CH2:23]([N:22]([CH2:8][CH2:9][CH2:10][CH2:11][CH2:12][CH2:13][CH2:14][CH2:15][CH2:16][CH2:17][CH2:18][CH2:19][CH2:20][CH3:21])[C:1](=[O:7])[CH2:2][CH2:3][C:4]([OH:6])=[O:5])[CH2:24][CH2:25][CH2:26][CH2:27][CH2:28][CH2:29][CH2:30][CH2:31][CH2:32][CH2:33][CH2:34][CH2:35][CH3:36]. (5) Given the reactants C(OC([N:8]1[CH2:13][CH2:12][N:11]([CH2:14][C:15]2[CH:20]=[CH:19][C:18]([C@@H:21]3[O:30][C:25]4=[N:26][CH:27]=[CH:28][CH:29]=[C:24]4[O:23][CH2:22]3)=[CH:17][CH:16]=2)[CH2:10][CH2:9]1)=O)(C)(C)C.[N:31]1(CC#N)CCN[CH2:33][CH2:32]1.C(OC(N1CCN(CC#N)CC1)=O)(C)(C)C.Cl.C12NC(CC1)CN(C(=O)C)C2, predict the reaction product. The product is: [O:23]1[C:24]2[C:25](=[N:26][CH:27]=[CH:28][CH:29]=2)[O:30][C@@H:21]([C:18]2[CH:19]=[CH:20][C:15]([CH2:14][N:11]3[CH2:12][CH2:13][N:8]([CH2:33][C:32]#[N:31])[CH2:9][CH2:10]3)=[CH:16][CH:17]=2)[CH2:22]1. (6) Given the reactants [C:1]1(/[C:7](/[CH2:34][CH3:35])=[C:8](\[C:24]2[CH:29]=[CH:28][C:27](/[CH:30]=[CH:31]/[C:32]#[N:33])=[CH:26][CH:25]=2)/[C:9]2[CH:10]=[C:11]3[C:15](=[CH:16][CH:17]=2)[N:14]([CH:18]2[CH2:23][CH2:22][CH2:21][CH2:20][O:19]2)[N:13]=[CH:12]3)[CH:6]=[CH:5][CH:4]=[CH:3][CH:2]=1.C[Si]([N:40]=[N+:41]=[N-:42])(C)C.C([Sn](=O)CCCC)CCC, predict the reaction product. The product is: [N:33]1[NH:40][N:41]=[N:42][C:32]=1/[CH:31]=[CH:30]/[C:27]1[CH:26]=[CH:25][C:24](/[C:8](/[C:9]2[CH:10]=[C:11]3[C:15](=[CH:16][CH:17]=2)[N:14]([CH:18]2[CH2:23][CH2:22][CH2:21][CH2:20][O:19]2)[N:13]=[CH:12]3)=[C:7](\[C:1]2[CH:2]=[CH:3][CH:4]=[CH:5][CH:6]=2)/[CH2:34][CH3:35])=[CH:29][CH:28]=1. (7) Given the reactants [N:1]1[C:10]2[C:5](=[CH:6][CH:7]=[CH:8][CH:9]=2)[CH:4]=[CH:3][C:2]=1[SH:11].[CH2:12]([CH:14](CCBr)[C:15]([OH:17])=[O:16])[CH3:13], predict the reaction product. The product is: [N:1]1[C:10]2[C:5](=[CH:6][CH:7]=[CH:8][CH:9]=2)[CH:4]=[CH:3][C:2]=1[S:11][CH2:13][CH2:12][CH2:14][C:15]([OH:17])=[O:16]. (8) Given the reactants FC1C=CC(S([N:11]2[CH2:16][CH2:15][N:14]([CH2:17][C:18]3[CH:28]=[C:27]([C:29]([F:32])([F:31])[F:30])[CH:26]=[CH:25][C:19]=3[O:20][CH2:21][C:22]([OH:24])=[O:23])[CH2:13][CH2:12]2)(=O)=O)=CC=1.CN(C(ON1N=NC2C=CC=NC1=2)=[N+](C)C)C.F[P-](F)(F)(F)(F)F.[C:57]1([CH2:63][C:64](O)=[O:65])[CH:62]=[CH:61][CH:60]=[CH:59][CH:58]=1.CO, predict the reaction product. The product is: [C:57]1([CH2:63][C:64]([N:11]2[CH2:16][CH2:15][N:14]([CH2:17][C:18]3[CH:28]=[C:27]([C:29]([F:31])([F:32])[F:30])[CH:26]=[CH:25][C:19]=3[O:20][CH2:21][C:22]([OH:24])=[O:23])[CH2:13][CH2:12]2)=[O:65])[CH:62]=[CH:61][CH:60]=[CH:59][CH:58]=1.